Predict the product of the given reaction. From a dataset of Forward reaction prediction with 1.9M reactions from USPTO patents (1976-2016). (1) Given the reactants C(OC([NH:8][CH2:9][CH:10]1[CH2:15][CH2:14][N:13]([C:16]2[N:20]([CH3:21])[N:19]=[CH:18][C:17]=2[NH:22][C:23]([C:25]2[N:26]=[C:27](Br)[S:28][C:29]=2[NH:30]C(=O)OC(C)(C)C)=[O:24])[CH2:12][CH2:11]1)=O)CCC.[CH3:39][O:40][C:41]1[CH:46]=[CH:45][C:44](B(O)O)=[C:43]([C:50]([F:53])([F:52])[F:51])[CH:42]=1, predict the reaction product. The product is: [NH2:30][C:29]1[S:28][C:27]([C:44]2[CH:45]=[CH:46][C:41]([O:40][CH3:39])=[CH:42][C:43]=2[C:50]([F:51])([F:52])[F:53])=[N:26][C:25]=1[C:23]([NH:22][C:17]1[CH:18]=[N:19][N:20]([CH3:21])[C:16]=1[N:13]1[CH2:14][CH2:15][CH:10]([CH2:9][NH2:8])[CH2:11][CH2:12]1)=[O:24]. (2) The product is: [C:14]([NH:13][C:11]([C:10]1[C:4]2[C:5](=[N:6][CH:7]=[C:2]([C:35]3[N:36]=[CH:37][CH:38]=[C:39]4[CH:43]=[CH:42][N:41]([CH2:44][O:45][CH2:46][CH2:47][Si:48]([CH3:51])([CH3:50])[CH3:49])[C:40]=34)[N:3]=2)[N:8]([CH2:18][O:19][CH2:20][CH2:21][Si:22]([CH3:25])([CH3:24])[CH3:23])[CH:9]=1)=[O:12])([CH3:17])([CH3:16])[CH3:15]. Given the reactants Br[C:2]1[N:3]=[C:4]2[C:10]([C:11]([NH:13][C:14]([CH3:17])([CH3:16])[CH3:15])=[O:12])=[CH:9][N:8]([CH2:18][O:19][CH2:20][CH2:21][Si:22]([CH3:25])([CH3:24])[CH3:23])[C:5]2=[N:6][CH:7]=1.C[Sn](C)C.C[Sn](C)C.Br[C:35]1[N:36]=[CH:37][CH:38]=[C:39]2[CH:43]=[CH:42][N:41]([CH2:44][O:45][CH2:46][CH2:47][Si:48]([CH3:51])([CH3:50])[CH3:49])[C:40]=12, predict the reaction product. (3) Given the reactants Cl[C:2]1[N:7]=[C:6]([NH:8][C:9]2[CH:14]=[CH:13][CH:12]=[CH:11][C:10]=2[S:15]([N:18]([CH3:20])[CH3:19])(=[O:17])=[O:16])[C:5]([Cl:21])=[CH:4][N:3]=1.[NH2:22][C:23]1[C:43]([O:44][CH3:45])=[CH:42][C:26]2[CH2:27][CH2:28][N:29]([CH2:32][C:33]([N:35]3[CH2:40][CH2:39][N:38]([CH3:41])[CH2:37][CH2:36]3)=[O:34])[CH2:30][CH2:31][C:25]=2[CH:24]=1, predict the reaction product. The product is: [Cl:21][C:5]1[C:6]([NH:8][C:9]2[CH:14]=[CH:13][CH:12]=[CH:11][C:10]=2[S:15]([N:18]([CH3:20])[CH3:19])(=[O:17])=[O:16])=[N:7][C:2]([NH:22][C:23]2[C:43]([O:44][CH3:45])=[CH:42][C:26]3[CH2:27][CH2:28][N:29]([CH2:32][C:33]([N:35]4[CH2:36][CH2:37][N:38]([CH3:41])[CH2:39][CH2:40]4)=[O:34])[CH2:30][CH2:31][C:25]=3[CH:24]=2)=[N:3][CH:4]=1. (4) The product is: [C:1]([C:3]1[CH:4]=[CH:5][C:6]2[O:10][C:9]([CH:11]([C:12]3[C:20]([O:21][CH3:22])=[CH:19][C:18]([CH3:23])=[C:17]4[C:13]=3[CH:14]=[CH:15][N:16]4[C:24]([O:26][C:27]([CH3:28])([CH3:30])[CH3:29])=[O:25])[C:43]([O:45][CH2:46][CH3:47])=[O:44])=[N:8][C:7]=2[CH:31]=1)#[N:2]. Given the reactants [C:1]([C:3]1[CH:4]=[CH:5][C:6]2[O:10][C:9]([CH2:11][C:12]3[C:20]([O:21][CH3:22])=[CH:19][C:18]([CH3:23])=[C:17]4[C:13]=3[CH:14]=[CH:15][N:16]4[C:24]([O:26][C:27]([CH3:30])([CH3:29])[CH3:28])=[O:25])=[N:8][C:7]=2[CH:31]=1)#[N:2].[Li+].C[Si]([N-][Si](C)(C)C)(C)C.Cl[C:43]([O:45][CH2:46][CH3:47])=[O:44], predict the reaction product. (5) Given the reactants [CH:1]1([NH:4][C:5](=[O:31])[C:6]2[CH:11]=[C:10]([F:12])[C:9]([CH3:13])=[C:8]([C:14]3[CH:15]=[C:16]4[C:21](=[CH:22][CH:23]=3)[C:20](=[O:24])[N:19]([CH2:25][CH:26]3[CH2:28][CH2:27]3)[CH:18]=[C:17]4[CH:29]=O)[CH:7]=2)[CH2:3][CH2:2]1.[CH2:32]([N:34]1[CH2:39][CH2:38][CH:37]([CH2:40][NH2:41])[CH2:36][CH2:35]1)[CH3:33], predict the reaction product. The product is: [CH:1]1([NH:4][C:5](=[O:31])[C:6]2[CH:11]=[C:10]([F:12])[C:9]([CH3:13])=[C:8]([C:14]3[CH:15]=[C:16]4[C:21](=[CH:22][CH:23]=3)[C:20](=[O:24])[N:19]([CH2:25][CH:26]3[CH2:27][CH2:28]3)[CH:18]=[C:17]4[CH2:29][NH:41][CH2:40][CH:37]3[CH2:38][CH2:39][N:34]([CH2:32][CH3:33])[CH2:35][CH2:36]3)[CH:7]=2)[CH2:3][CH2:2]1. (6) Given the reactants CO[CH:3](OC)[N:4]([CH3:6])[CH3:5].[CH3:9][C:10]1[CH:15]=[C:14]([CH3:16])[CH:13]=[C:12]([CH3:17])[C:11]=1[C:18](=[O:20])[CH3:19], predict the reaction product. The product is: [CH3:6][N:4]([CH3:5])/[CH:3]=[CH:19]/[C:18]([C:11]1[C:12]([CH3:17])=[CH:13][C:14]([CH3:16])=[CH:15][C:10]=1[CH3:9])=[O:20].